Dataset: Forward reaction prediction with 1.9M reactions from USPTO patents (1976-2016). Task: Predict the product of the given reaction. (1) Given the reactants [Cl:1][C:2]1[C:3]([O:17][C:18]2[CH:19]=[N:20][CH:21]=[CH:22][CH:23]=2)=[C:4]([NH2:16])[C:5]([NH2:15])=[CH:6][C:7]=1[O:8][C:9]1[CH:10]=[N:11][CH:12]=[CH:13][CH:14]=1.[N:24]1[CH:29]=[CH:28][CH:27]=[CH:26][C:25]=1[C:30](O)=O, predict the reaction product. The product is: [Cl:1][C:2]1[C:7]([O:8][C:9]2[CH:10]=[N:11][CH:12]=[CH:13][CH:14]=2)=[CH:6][C:5]2[NH:15][C:30]([C:25]3[CH:26]=[CH:27][CH:28]=[CH:29][N:24]=3)=[N:16][C:4]=2[C:3]=1[O:17][C:18]1[CH:19]=[N:20][CH:21]=[CH:22][CH:23]=1. (2) Given the reactants OC(C(F)(F)F)=O.[NH:8]1[CH2:11][CH:10]([NH:12][C:13](=[O:31])[CH2:14][NH:15][C:16]2[C:24]3[C:19](=[CH:20][CH:21]=[C:22]([C:25]([F:28])([F:27])[F:26])[CH:23]=3)[N:18]([CH2:29][CH3:30])[N:17]=2)[CH2:9]1.[CH:32]([CH:35]1[CH2:40][CH2:39][C:38](=O)[CH2:37][CH2:36]1)([CH3:34])[CH3:33], predict the reaction product. The product is: [CH2:29]([N:18]1[C:19]2[C:24](=[CH:23][C:22]([C:25]([F:27])([F:26])[F:28])=[CH:21][CH:20]=2)[C:16]([NH:15][CH2:14][C:13]([NH:12][CH:10]2[CH2:9][N:8]([CH:38]3[CH2:39][CH2:40][CH:35]([CH:32]([CH3:34])[CH3:33])[CH2:36][CH2:37]3)[CH2:11]2)=[O:31])=[N:17]1)[CH3:30]. (3) Given the reactants [Cl:1][CH2:2][C:3](=[O:6])[CH2:4]Cl.[CH3:7][O:8][C:9]1[CH:10]=[C:11]([SH:15])[CH:12]=[CH:13][CH:14]=1.[OH-].[Na+], predict the reaction product. The product is: [Cl:1][CH2:2][C:3](=[O:6])[CH2:4][S:15][C:11]1[CH:12]=[CH:13][CH:14]=[C:9]([O:8][CH3:7])[CH:10]=1. (4) Given the reactants Br[C:2]1[CH:7]=[CH:6][C:5]([S:8][CH3:9])=[C:4]([O:10][C:11]([F:14])([F:13])[F:12])[CH:3]=1.[B:15](OC(C)C)([O:20]C(C)C)[O:16]C(C)C.Cl, predict the reaction product. The product is: [CH3:9][S:8][C:5]1[CH:6]=[CH:7][C:2]([B:15]([OH:20])[OH:16])=[CH:3][C:4]=1[O:10][C:11]([F:14])([F:13])[F:12]. (5) The product is: [OH:1][C@@H:2]1[CH2:6][CH2:5][N:4]([C:7]2[CH:12]=[CH:11][C:10]([S:13]([N:16]([S:40]([C:37]3[CH:36]=[CH:35][C:34]([O:33][CH3:32])=[CH:39][CH:38]=3)(=[O:42])=[O:41])[C:17]3[S:18][CH:19]=[CH:20][N:21]=3)(=[O:14])=[O:15])=[CH:9][CH:8]=2)[C:3]1=[O:22]. Given the reactants [OH:1][C@@H:2]1[CH2:6][CH2:5][N:4]([C:7]2[CH:12]=[CH:11][C:10]([S:13]([NH:16][C:17]3[S:18][CH:19]=[CH:20][N:21]=3)(=[O:15])=[O:14])=[CH:9][CH:8]=2)[C:3]1=[O:22].CCN(C(C)C)C(C)C.[CH3:32][O:33][C:34]1[CH:39]=[CH:38][C:37]([S:40](Cl)(=[O:42])=[O:41])=[CH:36][CH:35]=1, predict the reaction product. (6) The product is: [CH3:7][S:8]([O:4][CH2:3][C:2]([F:6])([F:1])[CH3:5])(=[O:10])=[O:9]. Given the reactants [F:1][C:2]([F:6])([CH3:5])[CH2:3][OH:4].[CH3:7][S:8](Cl)(=[O:10])=[O:9].O, predict the reaction product. (7) Given the reactants Cl[C:2]1C=[CH:6][CH:5]=[C:4]([C:8]([O:10]O)=O)[CH:3]=1.C=C1CC[N:16]([C:19]([O:21][C:22]([CH3:25])([CH3:24])[CH3:23])=[O:20])CC1, predict the reaction product. The product is: [C:22]([O:21][C:19]([N:16]1[CH2:2][CH2:3][C:4]2([O:10][CH2:8]2)[CH2:5][CH2:6]1)=[O:20])([CH3:25])([CH3:24])[CH3:23]. (8) Given the reactants [CH2:1]([C:3]1[C:8]([CH:9]=O)=[CH:7][CH:6]=[CH:5][C:4]=1[C:11]1[S:15][C:14]([C:16]2[CH:17]=[CH:18][C:19]([CH2:24][CH:25]([CH3:27])[CH3:26])=[C:20]([CH:23]=2)[C:21]#[N:22])=[N:13][CH:12]=1)[CH3:2].[NH:28]1[CH2:31][CH:30]([C:32]([OH:34])=[O:33])[CH2:29]1.C([BH3-])#N.[Na+].C=O, predict the reaction product. The product is: [C:21]([C:20]1[CH:23]=[C:16]([C:14]2[S:15][C:11]([C:4]3[C:3]([CH2:1][CH3:2])=[C:8]([CH2:9][N:28]4[CH2:31][CH:30]([C:32]([OH:34])=[O:33])[CH2:29]4)[CH:7]=[CH:6][CH:5]=3)=[CH:12][N:13]=2)[CH:17]=[CH:18][C:19]=1[CH2:24][CH:25]([CH3:27])[CH3:26])#[N:22].